Dataset: NCI-60 drug combinations with 297,098 pairs across 59 cell lines. Task: Regression. Given two drug SMILES strings and cell line genomic features, predict the synergy score measuring deviation from expected non-interaction effect. (1) Drug 1: C1=CC(=C2C(=C1NCCNCCO)C(=O)C3=C(C=CC(=C3C2=O)O)O)NCCNCCO. Drug 2: CC1C(C(CC(O1)OC2CC(OC(C2O)C)OC3=CC4=CC5=C(C(=O)C(C(C5)C(C(=O)C(C(C)O)O)OC)OC6CC(C(C(O6)C)O)OC7CC(C(C(O7)C)O)OC8CC(C(C(O8)C)O)(C)O)C(=C4C(=C3C)O)O)O)O. Cell line: NCI-H460. Synergy scores: CSS=47.2, Synergy_ZIP=3.75, Synergy_Bliss=2.21, Synergy_Loewe=-15.8, Synergy_HSA=2.17. (2) Drug 2: CC1=C(C=C(C=C1)C(=O)NC2=CC(=CC(=C2)C(F)(F)F)N3C=C(N=C3)C)NC4=NC=CC(=N4)C5=CN=CC=C5. Synergy scores: CSS=0.111, Synergy_ZIP=-0.614, Synergy_Bliss=-0.596, Synergy_Loewe=-0.162, Synergy_HSA=-0.247. Cell line: UO-31. Drug 1: CC1=CC2C(CCC3(C2CCC3(C(=O)C)OC(=O)C)C)C4(C1=CC(=O)CC4)C.